From a dataset of Reaction yield outcomes from USPTO patents with 853,638 reactions. Predict the reaction yield, written as a fraction of the theoretical maximum amount of product (1.0 means a 100% yield; for example, 0.34 means a 34% yield). (1) The reactants are [CH3:1][O:2][C:3](=[O:15])[C:4]1[CH:9]=[CH:8][CH:7]=[C:6](N)[C:5]=1[C:11]([O:13][CH3:14])=[O:12].Cl.N([O-])=O.[Na+].C(=O)([O-])[O-].[Na+].[Na+].[C:27]([Cu])#[N:28].[C-]#N.[K+]. The catalyst is O. The product is [CH3:1][O:2][C:3](=[O:15])[C:4]1[CH:9]=[CH:8][CH:7]=[C:6]([C:27]#[N:28])[C:5]=1[C:11]([O:13][CH3:14])=[O:12]. The yield is 0.650. (2) The reactants are [BH4-].[Na+].[N:3]1[CH:4]=[CH:5][N:6]2[C:11]=1[CH:10]=[CH:9][C:8]([C:12](OC)=[O:13])=[N:7]2. The catalyst is C1COCC1.CO. The product is [N:3]1[CH:4]=[CH:5][N:6]2[C:11]=1[CH:10]=[CH:9][C:8]([CH2:12][OH:13])=[N:7]2. The yield is 0.810. (3) The reactants are [F:1][C:2]([F:24])([F:23])[O:3][C:4]1[CH:9]=[CH:8][C:7]([N:10]2[CH:14]=[N:13][C:12]([C:15]3[CH:22]=[CH:21][C:18]([C:19]#[N:20])=[CH:17][CH:16]=3)=[N:11]2)=[CH:6][CH:5]=1. The catalyst is C(O)C.Cl.[Pd]. The product is [F:24][C:2]([F:1])([F:23])[O:3][C:4]1[CH:5]=[CH:6][C:7]([N:10]2[CH:14]=[N:13][C:12]([C:15]3[CH:22]=[CH:21][C:18]([CH2:19][NH2:20])=[CH:17][CH:16]=3)=[N:11]2)=[CH:8][CH:9]=1. The yield is 0.930. (4) The catalyst is C1COCC1. The yield is 0.810. The product is [F:16][C:17]1[C:18]([C:24]2[CH:25]=[CH:26][N:27]=[CH:28][CH:29]=2)=[C:19]([F:23])[CH:20]=[CH:21][C:22]=1[B:30]([OH:33])[OH:31]. The reactants are CC1(C)CCCC(C)(C)N1.C([Li])CCC.[F:16][C:17]1[CH:22]=[CH:21][CH:20]=[C:19]([F:23])[C:18]=1[C:24]1[CH:29]=[CH:28][N:27]=[CH:26][CH:25]=1.[B:30](OC)([O:33]C)[O:31]C.Cl.